Dataset: Reaction yield outcomes from USPTO patents with 853,638 reactions. Task: Predict the reaction yield, written as a fraction of the theoretical maximum amount of product (1.0 means a 100% yield; for example, 0.34 means a 34% yield). (1) The reactants are Br[C:2]1[CH:11]=[CH:10][C:9]2[N:8]=[CH:7][C:6]3[N:12]=[C:13]([CH:15]4[CH2:17][CH2:16]4)[S:14][C:5]=3[C:4]=2[CH:3]=1.[F:18][C:19]1[C:20]2[N:21]([C:31]([SH:34])=[N:32][N:33]=2)[CH:22]=[C:23]([C:25]2[CH:26]=[N:27][N:28]([CH3:30])[CH:29]=2)[CH:24]=1.C1(P(C2C=CC=CC=2)C2C3OC4C(=CC=CC=4P(C4C=CC=CC=4)C4C=CC=CC=4)C(C)(C)C=3C=CC=2)C=CC=CC=1.CC(C)([O-])C.[Na+]. The catalyst is C1C=CC(/C=C/C(/C=C/C2C=CC=CC=2)=O)=CC=1.C1C=CC(/C=C/C(/C=C/C2C=CC=CC=2)=O)=CC=1.C1C=CC(/C=C/C(/C=C/C2C=CC=CC=2)=O)=CC=1.[Pd].[Pd].CN(C)C=O. The product is [CH:15]1([C:13]2[S:14][C:5]3[C:4]4[CH:3]=[C:2]([S:34][C:31]5[N:21]6[CH:22]=[C:23]([C:25]7[CH:26]=[N:27][N:28]([CH3:30])[CH:29]=7)[CH:24]=[C:19]([F:18])[C:20]6=[N:33][N:32]=5)[CH:11]=[CH:10][C:9]=4[N:8]=[CH:7][C:6]=3[N:12]=2)[CH2:17][CH2:16]1. The yield is 0.120. (2) The reactants are [Cl:1][C:2]1[C:3]2[C:10]([C:11]3[CH:16]=[CH:15][C:14]([F:17])=[CH:13][CH:12]=3)=[CH:9][S:8][C:4]=2[N:5]=[CH:6][N:7]=1.[Cl:18]N1C(=O)CCC1=O. The catalyst is C(O)(=O)C. The product is [Cl:1][C:2]1[C:3]2[C:10]([C:11]3[CH:16]=[CH:15][C:14]([F:17])=[CH:13][CH:12]=3)=[C:9]([Cl:18])[S:8][C:4]=2[N:5]=[CH:6][N:7]=1. The yield is 0.160. (3) The reactants are [F:1][C:2]1[CH:7]=[CH:6][C:5]([C:8](=O)[CH2:9][C:10]2[CH:15]=[CH:14][C:13]([C:16]([F:19])([F:18])[F:17])=[CH:12][N:11]=2)=[CH:4][CH:3]=1.C[C:22]([C:24]1[CH:29]=CC(F)=C[CH:25]=1)=[O:23].ClC1C=CC(C(F)(F)F)=C[N:33]=1.[H-].[Na+]. The catalyst is C1COCC1. The product is [F:1][C:2]1[CH:7]=[CH:6][C:5]([C:8]2[C:9]([C:22](=[O:23])[CH:24]([CH3:29])[CH3:25])=[C:10]3[CH:15]=[CH:14][C:13]([C:16]([F:19])([F:18])[F:17])=[CH:12][N:11]3[N:33]=2)=[CH:4][CH:3]=1. The yield is 0.790. (4) The reactants are [NH2:1][C:2]1[C:3]([NH:23][CH2:24][CH3:25])=[CH:4][C:5]([O:8][C:9]2[CH:10]=[C:11]([NH:15]C(=O)OC(C)(C)C)[CH:12]=[CH:13][CH:14]=2)=[N:6][CH:7]=1.[C:26]([CH2:28][C:29](OCC)=O)#[N:27].[N:34]([O-:36])=O.[Na+].[OH-].[Na+].[NH2:40]O. The catalyst is CO.Cl.O. The product is [NH2:15][C:11]1[CH:10]=[C:9]([O:8][C:5]2[N:6]=[CH:7][C:2]3[N:1]=[C:29]([C:28]4[C:26]([NH2:40])=[N:27][O:36][N:34]=4)[N:23]([CH2:24][CH3:25])[C:3]=3[CH:4]=2)[CH:14]=[CH:13][CH:12]=1. The yield is 0.150. (5) The reactants are [C:1]([N:5]1[C:9]([C:10]2[CH:15]=[CH:14][C:13]([F:16])=[CH:12][CH:11]=2)=[C:8]([C:17]([NH2:19])=O)[CH:7]=[N:6]1)([CH3:4])([CH3:3])[CH3:2].N1C(Cl)=NC(Cl)=NC=1Cl.O. The catalyst is CN(C=O)C. The product is [C:1]([N:5]1[C:9]([C:10]2[CH:11]=[CH:12][C:13]([F:16])=[CH:14][CH:15]=2)=[C:8]([C:17]#[N:19])[CH:7]=[N:6]1)([CH3:4])([CH3:3])[CH3:2]. The yield is 0.920. (6) The reactants are [F:1][C:2]([F:24])([F:23])[C:3]1[CH:4]=[C:5]([C:13]2[N:17]=[CH:16][N:15](/[CH:18]=[CH:19]\[C:20](O)=[O:21])[N:14]=2)[CH:6]=[C:7]([C:9]([F:12])([F:11])[F:10])[CH:8]=1.[N:25]1[CH:30]=[CH:29][N:28]=[CH:27][C:26]=1[C:31]([NH:33][NH2:34])=[O:32].C(P1(=O)OP(CCC)(=O)OP(CCC)(=O)O1)CC.CCN(C(C)C)C(C)C. The catalyst is ClCCl. The product is [F:23][C:2]([F:24])([F:1])[C:3]1[CH:4]=[C:5]([C:13]2[N:17]=[CH:16][N:15](/[CH:18]=[CH:19]\[C:20]([NH:34][NH:33][C:31]([C:26]3[CH:27]=[N:28][CH:29]=[CH:30][N:25]=3)=[O:32])=[O:21])[N:14]=2)[CH:6]=[C:7]([C:9]([F:12])([F:10])[F:11])[CH:8]=1. The yield is 0.194.